From a dataset of Forward reaction prediction with 1.9M reactions from USPTO patents (1976-2016). Predict the product of the given reaction. (1) The product is: [C:1]([C:5]1[N:6]=[C:7]([N:26]2[CH2:27][C:24]3([CH2:21][O:22][CH2:23]3)[CH2:25]2)[C:8]2[CH:13]=[CH:12][NH:11][C:9]=2[N:10]=1)([CH3:4])([CH3:3])[CH3:2]. Given the reactants [C:1]([C:5]1[N:6]=[C:7](Cl)[C:8]2[CH:13]=[CH:12][NH:11][C:9]=2[N:10]=1)([CH3:4])([CH3:3])[CH3:2].C(O)(=O)C(O)=O.[CH2:21]1[C:24]2([CH2:27][NH:26][CH2:25]2)[CH2:23][O:22]1.CCN(C(C)C)C(C)C, predict the reaction product. (2) Given the reactants [CH3:1][C@H:2]([CH2:9]CCS([O-])(=O)=O)[CH2:3][CH2:4]S([O-])(=O)=O.[NH2:16][C@@H:17]([CH3:20])[CH2:18][OH:19], predict the reaction product. The product is: [CH3:1][C@@H:2]1[CH2:3][CH2:4][N:16]([C@@H:17]([CH3:20])[CH2:18][OH:19])[CH2:9]1. (3) Given the reactants [N:1]1([CH2:6][CH2:7][C:8]#[C:9][C:10]2[N:11]=[N:12][C:13]([O:16][CH2:17][C:18]3[N:19]=[C:20]([CH:23]=[CH:24][C:25]4[CH:30]=[CH:29][C:28]([C:31]([F:34])([F:33])[F:32])=[CH:27][CH:26]=4)[O:21][CH:22]=3)=[CH:14][CH:15]=2)[CH:5]=[CH:4][N:3]=[N:2]1, predict the reaction product. The product is: [N:1]1([CH2:6][CH2:7][CH2:8][CH2:9][C:10]2[N:11]=[N:12][C:13]([O:16][CH2:17][C:18]3[N:19]=[C:20]([CH:23]=[CH:24][C:25]4[CH:26]=[CH:27][C:28]([C:31]([F:34])([F:33])[F:32])=[CH:29][CH:30]=4)[O:21][CH:22]=3)=[CH:14][CH:15]=2)[CH:5]=[CH:4][N:3]=[N:2]1. (4) Given the reactants [OH:1][C:2]1[CH:7]=[C:6]([OH:8])[C:5]([CH3:9])=[CH:4][C:3]=1[C:10](=[O:29])[CH2:11][CH2:12][C:13]1[S:14][C:15]2[CH:24]=[C:23]([C:25]([F:28])([F:27])[F:26])[CH:22]=[CH:21][C:16]=2[C:17]=1[CH2:18][CH2:19][CH3:20].[C:30](=O)([O-])[O-].[Cs+].[Cs+].Br[CH2:37][C:38]([O:40][CH3:41])=[O:39], predict the reaction product. The product is: [OH:1][C:2]1[C:3]([C:10](=[O:29])[CH2:11][CH2:12][C:13]2[S:14][C:15]3[CH:24]=[C:23]([C:25]([F:28])([F:26])[F:27])[CH:22]=[CH:21][C:16]=3[C:17]=2[CH2:18][CH2:19][CH3:20])=[CH:4][C:5]([CH3:9])=[C:6]([CH:7]=1)[O:8][CH2:37][C:38]([O:40][CH2:41][CH3:30])=[O:39]. (5) Given the reactants [F:1][CH:2]([F:27])[C:3]1([C:19]2[CH:24]=[CH:23][CH:22]=[C:21]([F:25])[C:20]=2[CH3:26])[CH:9]2[CH:7]([CH2:8]2)[O:6][C:5]([NH:10]C(=O)C2C=CC=CC=2)=[N:4]1.N12CCCN=C1CCCCC2, predict the reaction product. The product is: [F:27][CH:2]([F:1])[C:3]1([C:19]2[CH:24]=[CH:23][CH:22]=[C:21]([F:25])[C:20]=2[CH3:26])[CH:9]2[CH:7]([CH2:8]2)[O:6][C:5]([NH2:10])=[N:4]1. (6) Given the reactants [CH3:1][C:2]1[CH:3]=[N:4][NH:5][CH:6]=1.[N:7]#[C:8][NH2:9].[ClH:10].O1CCOCC1, predict the reaction product. The product is: [ClH:10].[CH3:1][C:2]1[CH:3]=[N:4][N:5]([C:8](=[NH:7])[NH2:9])[CH:6]=1.